Dataset: Catalyst prediction with 721,799 reactions and 888 catalyst types from USPTO. Task: Predict which catalyst facilitates the given reaction. (1) Reactant: [O:1]=[C:2]1[CH2:7][CH2:6][N:5]([C:8]([O:10][CH2:11][C:12]2[CH:17]=[CH:16][CH:15]=[CH:14][CH:13]=2)=[O:9])[CH2:4][CH2:3]1.C[Si]([N-][Si](C)(C)C)(C)C.[Li+].[F:28][C:29]([F:48])([F:47])[S:30](N(C1C=CC=CC=1)[S:30]([C:29]([F:48])([F:47])[F:28])(=[O:32])=[O:31])(=[O:32])=[O:31]. Product: [F:28][C:29]([F:48])([F:47])[S:30]([O:1][C:2]1[CH2:3][CH2:4][N:5]([C:8]([O:10][CH2:11][C:12]2[CH:17]=[CH:16][CH:15]=[CH:14][CH:13]=2)=[O:9])[CH2:6][CH:7]=1)(=[O:32])=[O:31]. The catalyst class is: 1. (2) Product: [F:25][C:26]1[CH:27]=[C:28]2[C:32](=[CH:33][CH:34]=1)[NH:31][CH:30]=[C:29]2[C@@H:35]1[CH2:39][CH2:38][C@H:37]([NH:40][CH2:12][C@@H:13]2[O:18][C:17]3[C:19]([O:23][CH3:24])=[CH:20][CH:21]=[CH:22][C:16]=3[O:15][CH2:14]2)[CH2:36]1. Reactant: CC1C=CC(S(O[CH2:12][C@@H:13]2[O:18][C:17]3[C:19]([O:23][CH3:24])=[CH:20][CH:21]=[CH:22][C:16]=3[O:15][CH2:14]2)(=O)=O)=CC=1.[F:25][C:26]1[CH:27]=[C:28]2[C:32](=[CH:33][CH:34]=1)[NH:31][CH:30]=[C:29]2[C@@H:35]1[CH2:39][CH2:38][C@H:37]([NH2:40])[CH2:36]1.[OH-].[Na+]. The catalyst class is: 16. (3) Product: [CH:1]1([N:4]([CH3:20])[C:5]2[C:6]([O:19][S:28]([C:31]([F:34])([F:33])[F:32])(=[O:29])=[O:27])=[N:7][C:8]3[C:13]([N:14]=2)=[CH:12][C:11]([C:15]([O:17][CH3:18])=[O:16])=[CH:10][CH:9]=3)[CH2:2][CH2:3]1. The catalyst class is: 2. Reactant: [CH:1]1([N:4]([CH3:20])[C:5]2[C:6](=[O:19])[NH:7][C:8]3[C:13]([N:14]=2)=[CH:12][C:11]([C:15]([O:17][CH3:18])=[O:16])=[CH:10][CH:9]=3)[CH2:3][CH2:2]1.N1C=CC=CC=1.[O:27](S(C(F)(F)F)(=O)=O)[S:28]([C:31]([F:34])([F:33])[F:32])(=O)=[O:29].